Dataset: Buchwald-Hartwig C-N cross coupling reaction yields with 55,370 reactions. Task: Predict the reaction yield, written as a fraction of the theoretical maximum amount of product (1.0 means a 100% yield; for example, 0.34 means a 34% yield). (1) The reactants are CCc1ccc(I)cc1.Cc1ccc(N)cc1.O=S(=O)(O[Pd]1c2ccccc2-c2ccccc2N~1)C(F)(F)F.CC(C)c1cc(C(C)C)c(-c2ccccc2P(C2CCCCC2)C2CCCCC2)c(C(C)C)c1.CN1CCCN2CCCN=C12.Cc1cc(-c2ccccc2)on1. No catalyst specified. The product is CCc1ccc(Nc2ccc(C)cc2)cc1. The yield is 0.538. (2) The reactants are COc1ccc(Br)cc1.Cc1ccc(N)cc1.O=S(=O)(O[Pd]1c2ccccc2-c2ccccc2N~1)C(F)(F)F.CC(C)c1cc(C(C)C)c(-c2ccccc2P(C(C)(C)C)C(C)(C)C)c(C(C)C)c1.CN1CCCN2CCCN=C12.c1ccc(-c2ccon2)cc1. No catalyst specified. The product is COc1ccc(Nc2ccc(C)cc2)cc1. The yield is 0.506. (3) The reactants are FC(F)(F)c1ccc(I)cc1.Cc1ccc(N)cc1.O=S(=O)(O[Pd]1c2ccccc2-c2ccccc2N~1)C(F)(F)F.COc1ccc(OC)c(P([C@]23C[C@H]4C[C@H](C[C@H](C4)C2)C3)[C@]23C[C@H]4C[C@H](C[C@H](C4)C2)C3)c1-c1c(C(C)C)cc(C(C)C)cc1C(C)C.CN(C)C(=NC(C)(C)C)N(C)C.CCOC(=O)c1cc(C)no1. No catalyst specified. The product is Cc1ccc(Nc2ccc(C(F)(F)F)cc2)cc1. The yield is 0.444. (4) The reactants are Brc1cccnc1.Cc1ccc(N)cc1.O=S(=O)(O[Pd]1c2ccccc2-c2ccccc2N~1)C(F)(F)F.CC(C)c1cc(C(C)C)c(-c2ccccc2P(C2CCCCC2)C2CCCCC2)c(C(C)C)c1.CN1CCCN2CCCN=C12.Cc1cc(-c2ccccc2)on1. No catalyst specified. The product is Cc1ccc(Nc2cccnc2)cc1. The yield is 0.249. (5) The reactants are CCc1ccc(Br)cc1.Cc1ccc(N)cc1.O=S(=O)(O[Pd]1c2ccccc2-c2ccccc2N~1)C(F)(F)F.CC(C)c1cc(C(C)C)c(-c2ccccc2P(C(C)(C)C)C(C)(C)C)c(C(C)C)c1.CN1CCCN2CCCN=C12.Cc1cc(C)on1. No catalyst specified. The product is CCc1ccc(Nc2ccc(C)cc2)cc1. The yield is 0.731. (6) The reactants are Clc1ccccn1.Cc1ccc(N)cc1.O=S(=O)(O[Pd]1c2ccccc2-c2ccccc2N~1)C(F)(F)F.COc1ccc(OC)c(P(C(C)(C)C)C(C)(C)C)c1-c1c(C(C)C)cc(C(C)C)cc1C(C)C.CN1CCCN2CCCN=C12.COC(=O)c1ccno1. No catalyst specified. The product is Cc1ccc(Nc2ccccn2)cc1. The yield is 0.361.